Predict the reaction yield, written as a fraction of the theoretical maximum amount of product (1.0 means a 100% yield; for example, 0.34 means a 34% yield). From a dataset of Reaction yield outcomes from USPTO patents with 853,638 reactions. The reactants are [CH2:1]([C:3]1[CH:11]=[CH:10][CH:9]=[CH:8][C:4]=1[C:5]([OH:7])=[O:6])[CH3:2].S(=O)(=O)(O)O.[CH3:17]O. No catalyst specified. The product is [CH3:17][O:6][C:5](=[O:7])[C:4]1[CH:8]=[CH:9][CH:10]=[CH:11][C:3]=1[CH2:1][CH3:2]. The yield is 0.960.